Dataset: Catalyst prediction with 721,799 reactions and 888 catalyst types from USPTO. Task: Predict which catalyst facilitates the given reaction. (1) Reactant: [Cl:1][C:2]1[C:11]2[C:6](=[CH:7][CH:8]=[CH:9][CH:10]=2)[CH:5]=[C:4]([C:12]2[CH:17]=[CH:16][C:15]([O:18][CH3:19])=[CH:14][CH:13]=2)[N:3]=1.[ClH:20].[CH:21]1([N:24]2[CH2:29][CH2:28][NH:27][CH2:26][CH2:25]2)[CH2:23][CH2:22]1.C(=O)([O-])[O-].[K+].[K+]. Product: [ClH:1].[ClH:20].[CH:21]1([N:24]2[CH2:29][CH2:28][N:27]([C:2]3[C:11]4[C:6](=[CH:7][CH:8]=[CH:9][CH:10]=4)[CH:5]=[C:4]([C:12]4[CH:17]=[CH:16][C:15]([O:18][CH3:19])=[CH:14][CH:13]=4)[N:3]=3)[CH2:26][CH2:25]2)[CH2:23][CH2:22]1. The catalyst class is: 16. (2) Reactant: [CH2:1]([O:8][C:9]1[C:10](=[O:21])[CH:11]=[C:12]([CH2:15]OS(C)(=O)=O)[O:13][CH:14]=1)[C:2]1[CH:7]=[CH:6][CH:5]=[CH:4][CH:3]=1.[F-:22].C([N+](CCCC)(CCCC)CCCC)CCC. Product: [CH2:1]([O:8][C:9]1[C:10](=[O:21])[CH:11]=[C:12]([CH2:15][F:22])[O:13][CH:14]=1)[C:2]1[CH:7]=[CH:6][CH:5]=[CH:4][CH:3]=1. The catalyst class is: 115. (3) The catalyst class is: 29. Reactant: [CH2:1]([C:3]1[N:13]([CH2:14][C:15]2[CH:20]=[CH:19][C:18](/[CH:21]=[CH:22]/[CH2:23][OH:24])=[CH:17][CH:16]=2)[C:6]2=[N:7][C:8]([CH3:12])=[CH:9][C:10]([CH3:11])=[C:5]2[N:4]=1)[CH3:2].C([O-])=O.[NH4+]. Product: [CH2:1]([C:3]1[N:13]([CH2:14][C:15]2[CH:16]=[CH:17][C:18]([CH2:21][CH2:22][CH2:23][OH:24])=[CH:19][CH:20]=2)[C:6]2=[N:7][C:8]([CH3:12])=[CH:9][C:10]([CH3:11])=[C:5]2[N:4]=1)[CH3:2]. (4) Reactant: C(Cl)CCl.F[C:6]1[CH:11]=[CH:10][C:9]([NH:12][C:13]2[C:14]3[C:21]([CH3:22])=[C:20]([C:23]([OH:25])=[O:24])[S:19][C:15]=3[N:16]=[CH:17][N:18]=2)=[C:8]([O:26][C@H:27]2[CH2:32][CH2:31][C@H:30]([OH:33])[CH2:29][CH2:28]2)C=1.O[N:35]1C(=O)CCC1=O. Product: [OH:33][C@H:30]1[CH2:29][CH2:28][C@H:27]([O:26][C:8]2[C:9]([NH:12][C:13]3[C:14]4[C:21]([CH3:22])=[C:20]([C:23]([OH:25])=[O:24])[S:19][C:15]=4[N:16]=[CH:17][N:18]=3)=[CH:10][CH:11]=[CH:6][N:35]=2)[CH2:32][CH2:31]1. The catalyst class is: 31.